Task: Predict which catalyst facilitates the given reaction.. Dataset: Catalyst prediction with 721,799 reactions and 888 catalyst types from USPTO (1) Reactant: [CH2:1]([N:8]1[CH:16]=[C:15]2[C:10]([CH:11]=[C:12]([C:17]3[CH:18]=[C:19]([CH2:27][CH2:28][CH2:29]Br)[N:20]4[C:25]=3[C:24]([NH2:26])=[N:23][CH:22]=[N:21]4)[CH:13]=[CH:14]2)=[N:9]1)[C:2]1[CH:7]=[CH:6][CH:5]=[CH:4][CH:3]=1.[C-:31]#[N:32].[Na+].[I-].[Na+].O. Product: [NH2:26][C:24]1[C:25]2=[C:17]([C:12]3[CH:13]=[CH:14][C:15]4[C:10]([CH:11]=3)=[N:9][N:8]([CH2:1][C:2]3[CH:3]=[CH:4][CH:5]=[CH:6][CH:7]=3)[CH:16]=4)[CH:18]=[C:19]([CH2:27][CH2:28][CH2:29][C:31]#[N:32])[N:20]2[N:21]=[CH:22][N:23]=1. The catalyst class is: 3. (2) Reactant: [ClH:1].[C:2]([C:5]1[C:10]([F:11])=[CH:9][C:8]([N:12]2[C:20]3[CH2:19][C:18]([CH3:22])([CH3:21])[CH2:17][C:16](=[O:23])[C:15]=3[C:14]([C:24]([F:27])([F:26])[F:25])=[CH:13]2)=[CH:7][C:6]=1[NH:28][CH:29]1[CH2:34][CH2:33][CH:32]([O:35][C:36](=[O:46])[CH2:37][NH:38]C(OC(C)(C)C)=O)[CH2:31][CH2:30]1)(=[O:4])[NH2:3]. Product: [ClH:1].[NH2:38][CH2:37][C:36]([O:35][C@H:32]1[CH2:31][CH2:30][C@H:29]([NH:28][C:6]2[CH:7]=[C:8]([N:12]3[C:20]4[CH2:19][C:18]([CH3:22])([CH3:21])[CH2:17][C:16](=[O:23])[C:15]=4[C:14]([C:24]([F:27])([F:25])[F:26])=[CH:13]3)[CH:9]=[C:10]([F:11])[C:5]=2[C:2](=[O:4])[NH2:3])[CH2:34][CH2:33]1)=[O:46]. The catalyst class is: 12. (3) Reactant: [OH:1][CH2:2][CH2:3][CH2:4][C:5]1[CH:10]=[CH:9][C:8]([CH2:11][CH2:12][C:13]([C:15]2[S:22][C:21]([CH3:23])=[C:20]3[C:16]=2[CH2:17][C@H:18]2[C:24]([CH3:26])([CH3:25])[C@H:19]23)=[O:14])=[CH:7][CH:6]=1.CCN(C(C)C)C(C)C.[CH3:36][S:37](Cl)(=[O:39])=[O:38]. Product: [O:14]=[C:13]([C:15]1[S:22][C:21]([CH3:23])=[C:20]2[C:16]=1[CH2:17][C@H:18]1[C:24]([CH3:26])([CH3:25])[C@H:19]12)[CH2:12][CH2:11][C:8]1[CH:9]=[CH:10][C:5]([CH2:4][CH2:3][CH2:2][O:1][S:37]([CH3:36])(=[O:39])=[O:38])=[CH:6][CH:7]=1. The catalyst class is: 2. (4) Reactant: [OH:1][C:2]1[CH:7]=[CH:6][C:5]([C:8]([C:17]2[CH:22]=[CH:21][C:20]([OH:23])=[CH:19][CH:18]=2)([C:10]2[CH:15]=[CH:14][C:13]([OH:16])=[CH:12][CH:11]=2)[CH3:9])=[CH:4][CH:3]=1.[I-].[K+].C1(=O)[O:30][CH2:29][CH2:28]O1. Product: [OH:1][CH2:2][CH2:3][O:1][C:2]1[CH:7]=[CH:6][C:5]([C:8]([C:10]2[CH:15]=[CH:14][C:13]([O:16][CH2:28][CH2:29][OH:30])=[CH:12][CH:11]=2)([C:17]2[CH:18]=[CH:19][C:20]([O:23][CH2:12][CH2:13][OH:16])=[CH:21][CH:22]=2)[CH3:9])=[CH:4][CH:3]=1. The catalyst class is: 3. (5) Reactant: Cl[C:2]1[CH:7]=[C:6]([S:8][CH3:9])[N:5]=[C:4]([CH3:10])[N:3]=1.[F:11][C:12]1[N:17]=[CH:16][C:15]([CH:18]([N:20]2[CH2:25][CH2:24][O:23][CH2:22][CH2:21]2)[CH3:19])=[CH:14][C:13]=1B1OC(C)(C)C(C)(C)O1.C(=O)([O-])[O-].[Na+].[Na+].COCCOC. Product: [F:11][C:12]1[N:17]=[CH:16][C:15]([CH:18]([N:20]2[CH2:25][CH2:24][O:23][CH2:22][CH2:21]2)[CH3:19])=[CH:14][C:13]=1[C:2]1[CH:7]=[C:6]([S:8][CH3:9])[N:5]=[C:4]([CH3:10])[N:3]=1. The catalyst class is: 189. (6) Reactant: [Cl:1][C:2]1[N:6]2[C:7]([C:11]3[N:15]=[C:14]([C:16]4[CH:21]=[CH:20][C:19]([O:22][CH:23]([CH3:28])[C:24]([F:27])([F:26])[F:25])=[C:18]([C:29]([F:32])([F:31])[F:30])[CH:17]=4)[O:13][N:12]=3)=[CH:8][CH:9]=[CH:10][C:5]2=[N:4][CH:3]=1.Cl.O1CCOCC1. Product: [ClH:1].[Cl:1][C:2]1[N:6]2[C:7]([C:11]3[N:15]=[C:14]([C:16]4[CH:21]=[CH:20][C:19]([O:22][CH:23]([CH3:28])[C:24]([F:25])([F:26])[F:27])=[C:18]([C:29]([F:32])([F:30])[F:31])[CH:17]=4)[O:13][N:12]=3)=[CH:8][CH:9]=[CH:10][C:5]2=[N:4][CH:3]=1. The catalyst class is: 2. (7) Reactant: C[Si](C)(C)N[Si](C)(C)C.[Li].[C:11]([N:19]1[C:24](=[O:25])[CH:23]=[C:22]2[S:26][CH:27]=[CH:28][N:21]2[C:20]1=[O:29])(=[O:18])[C:12]1[CH:17]=[CH:16][CH:15]=[CH:14][CH:13]=1.[CH2:30]([N:37]=[C:38]=[O:39])[C:31]1[CH:36]=[CH:35][CH:34]=[CH:33][CH:32]=1.[Cl-].[NH4+]. Product: [CH2:30]([NH:37][C:38]([C:27]1[S:26][C:22]2[N:21]([C:20](=[O:29])[N:19]([C:11](=[O:18])[C:12]3[CH:13]=[CH:14][CH:15]=[CH:16][CH:17]=3)[C:24](=[O:25])[CH:23]=2)[CH:28]=1)=[O:39])[C:31]1[CH:36]=[CH:35][CH:34]=[CH:33][CH:32]=1. The catalyst class is: 7. (8) Reactant: [N:1]1([C:7]2[N:12]=[C:11](C3C=C(CCCO)C=CC=3)[CH:10]=[C:9]([N:23]3[CH2:28][CH2:27][N:26]([C:29]4[C:34]([C:35]([F:38])([F:37])[F:36])=[CH:33][CH:32]=[CH:31][N:30]=4)[CH2:25][CH2:24]3)[N:8]=2)[CH2:6][CH2:5][O:4][CH2:3][CH2:2]1.C(N(CC)CC)C.CS([Cl:50])(=O)=O. Product: [Cl:50][C:11]1[CH:10]=[C:9]([N:23]2[CH2:28][CH2:27][N:26]([C:29]3[C:34]([C:35]([F:37])([F:38])[F:36])=[CH:33][CH:32]=[CH:31][N:30]=3)[CH2:25][CH2:24]2)[N:8]=[C:7]([N:1]2[CH2:6][CH2:5][O:4][CH2:3][CH2:2]2)[N:12]=1. The catalyst class is: 2. (9) Reactant: [CH3:1][CH:2]1[CH2:7][C:6]([C:8]2[CH:13]=[CH:12][N:11]=[CH:10][C:9]=2[N+:14]([O-:16])=[O:15])=[CH:5]C=C1.C1C(=O)N([Br:24])C(=O)C1.C([O:28][CH2:29][CH3:30])(=O)C. The catalyst class is: 20. Product: [Br:24][CH:30]1[CH:29]([OH:28])[CH:5]=[C:6]([C:8]2[CH:13]=[CH:12][N:11]=[CH:10][C:9]=2[N+:14]([O-:16])=[O:15])[CH2:7][CH:2]1[CH3:1].